This data is from Forward reaction prediction with 1.9M reactions from USPTO patents (1976-2016). The task is: Predict the product of the given reaction. (1) Given the reactants C([O:3][C:4](=[O:32])[CH2:5][C:6]1[CH:11]=[CH:10][C:9]([C:12]#[C:13][C:14]2[CH:23]=[CH:22][C:21]3[CH:20]([N:24](C4CC4)[CH3:25])[CH2:19][CH2:18][C:17]([CH3:30])([CH3:29])[C:16]=3[CH:15]=2)=[CH:8][C:7]=1[F:31])C.CO.O1[CH2:39][CH2:38][CH2:37]C1.O.[OH-].[Li+], predict the reaction product. The product is: [C:37]1(=[CH:25][NH:24][CH:20]2[CH2:19][CH2:18][C:17]([CH3:29])([CH3:30])[C:16]3[CH:15]=[C:14]([C:13]#[C:12][C:9]4[CH:10]=[CH:11][C:6]([CH2:5][C:4]([OH:3])=[O:32])=[C:7]([F:31])[CH:8]=4)[CH:23]=[CH:22][C:21]2=3)[CH2:38][CH2:39]1. (2) Given the reactants [O:1]1[CH2:6][CH2:5][NH:4][C:3]2[N:7]=[CH:8][C:9](/[CH:11]=[CH:12]/[C:13]([OH:15])=O)=[CH:10][C:2]1=2.Cl.O=C1CC2C(=CC=C(/C=C/C(O)=O)C=2)N1.[CH3:32][N:33]1[C:41]2[C:36](=[CH:37][CH:38]=[CH:39][CH:40]=2)[C:35]([CH2:42][NH:43][CH3:44])=[CH:34]1.CC1NC2C(C=1CNC)=CC=CC=2, predict the reaction product. The product is: [O:1]1[CH2:6][CH2:5][NH:4][C:3]2[N:7]=[CH:8][C:9](/[CH:11]=[CH:12]/[C:13]([N:43]([CH3:44])[CH2:42][C:35]3[C:36]4[C:41](=[CH:40][CH:39]=[CH:38][CH:37]=4)[N:33]([CH3:32])[CH:34]=3)=[O:15])=[CH:10][C:2]1=2. (3) Given the reactants [C:1]([O:5][C:6](=[O:14])[N:7]([CH2:9][C@H:10]([OH:13])[CH2:11]Cl)[CH3:8])([CH3:4])([CH3:3])[CH3:2].[OH-].[Na+], predict the reaction product. The product is: [C:1]([O:5][C:6](=[O:14])[N:7]([CH3:8])[CH2:9][C@H:10]1[CH2:11][O:13]1)([CH3:4])([CH3:3])[CH3:2].